This data is from Reaction yield outcomes from USPTO patents with 853,638 reactions. The task is: Predict the reaction yield, written as a fraction of the theoretical maximum amount of product (1.0 means a 100% yield; for example, 0.34 means a 34% yield). (1) The reactants are [CH3:1][NH:2][S:3]([C:6]1[CH:11]=[CH:10][C:9](B(O)O)=[CH:8][CH:7]=1)(=[O:5])=[O:4].[C:15]([O:19][C:20](=[O:29])[NH:21][C:22]1[CH:27]=[CH:26][CH:25]=[C:24](Br)[N:23]=1)([CH3:18])([CH3:17])[CH3:16].C([O-])([O-])=O.[K+].[K+]. The catalyst is CN(C=O)C.O.C1C=CC([P]([Pd]([P](C2C=CC=CC=2)(C2C=CC=CC=2)C2C=CC=CC=2)([P](C2C=CC=CC=2)(C2C=CC=CC=2)C2C=CC=CC=2)[P](C2C=CC=CC=2)(C2C=CC=CC=2)C2C=CC=CC=2)(C2C=CC=CC=2)C2C=CC=CC=2)=CC=1. The product is [CH3:1][NH:2][S:3]([C:6]1[CH:11]=[CH:10][C:9]([C:24]2[N:23]=[C:22]([NH:21][C:20](=[O:29])[O:19][C:15]([CH3:17])([CH3:16])[CH3:18])[CH:27]=[CH:26][CH:25]=2)=[CH:8][CH:7]=1)(=[O:5])=[O:4]. The yield is 0.580. (2) The reactants are [C:1](#[N:10])[CH:2]=[CH:3][C:4]1[CH:9]=[CH:8][CH:7]=[CH:6][CH:5]=1.[NH2:11][OH:12]. The catalyst is CCO. The product is [OH:12][N:11]=[C:1]([NH2:10])[CH:2]=[CH:3][C:4]1[CH:9]=[CH:8][CH:7]=[CH:6][CH:5]=1. The yield is 0.700. (3) The reactants are [Cl:1][C:2]1[CH:3]=[C:4]([CH:37]=[CH:38][CH:39]=1)[C:5]([NH:7][C:8]1[C:16]2[C:11](=[CH:12][CH:13]=[C:14]([NH:17][C:18]([NH:20][CH2:21][C:22]3[CH:27]=[C:26]([F:28])[CH:25]=[CH:24][C:23]=3[F:29])=[O:19])[CH:15]=2)[N:10](C(OC(C)(C)C)=O)[N:9]=1)=[O:6].Cl.O1CCOCC1. No catalyst specified. The product is [Cl:1][C:2]1[CH:3]=[C:4]([CH:37]=[CH:38][CH:39]=1)[C:5]([NH:7][C:8]1[C:16]2[C:11](=[CH:12][CH:13]=[C:14]([NH:17][C:18]([NH:20][CH2:21][C:22]3[CH:27]=[C:26]([F:28])[CH:25]=[CH:24][C:23]=3[F:29])=[O:19])[CH:15]=2)[NH:10][N:9]=1)=[O:6]. The yield is 0.310. (4) The reactants are Br[C:2]1[CH:7]=[C:6]([CH3:8])[C:5]([C:9]([F:12])([F:11])[F:10])=[CH:4][C:3]=1[N+:13]([O-:15])=[O:14].[Cu][C:17]#[N:18].Cl. The catalyst is CN1CCCC1=O. The product is [CH3:8][C:6]1[C:5]([C:9]([F:12])([F:11])[F:10])=[CH:4][C:3]([N+:13]([O-:15])=[O:14])=[C:2]([CH:7]=1)[C:17]#[N:18]. The yield is 0.880. (5) The reactants are [F:1][C:2]1[CH:3]=[C:4]([OH:11])[CH:5]=[C:6]([F:10])[C:7]=1[CH2:8][OH:9].[CH2:12](Br)[CH2:13][CH3:14]. No catalyst specified. The product is [F:1][C:2]1[CH:3]=[C:4]([O:11][CH2:12][CH2:13][CH3:14])[CH:5]=[C:6]([F:10])[C:7]=1[CH2:8][OH:9]. The yield is 0.440.